This data is from Full USPTO retrosynthesis dataset with 1.9M reactions from patents (1976-2016). The task is: Predict the reactants needed to synthesize the given product. Given the product [CH3:3][CH:2]([CH2:4][C@H:5]([N:17]([CH3:18])[CH3:19])[C:6]1([C:10]2[CH:15]=[CH:14][C:13]([Cl:16])=[CH:12][CH:11]=2)[CH2:7][CH2:8][CH2:9]1)[CH3:1], predict the reactants needed to synthesize it. The reactants are: [CH3:1][CH:2]([CH2:4][CH:5]([N:17]([CH3:19])[CH3:18])[C:6]1([C:10]2[CH:11]=[CH:12][C:13]([Cl:16])=[CH:14][CH:15]=2)[CH2:9][CH2:8][CH2:7]1)[CH3:3].